From a dataset of Reaction yield outcomes from USPTO patents with 853,638 reactions. Predict the reaction yield, written as a fraction of the theoretical maximum amount of product (1.0 means a 100% yield; for example, 0.34 means a 34% yield). (1) The reactants are [C:1]([O:9][CH2:10][CH2:11][O:12][C:13]([O:15][C:16]([CH3:19])([CH3:18])[CH3:17])=[O:14])(=[O:8])[CH2:2][C:3]([O:5][CH2:6][CH3:7])=O.[H-].[Na+].Cl[CH2:23][C:24](Cl)=O.[NH:27]1[C:35]2[C:30](=[CH:31][CH:32]=[CH:33][N:34]=2)[C:29]([CH:36]=O)=[CH:28]1.[OH2:38]. The catalyst is O1CCCC1.C(O)C. The product is [NH:27]1[C:35]2=[N:34][CH:33]=[CH:32][CH:31]=[C:30]2[C:29]([CH:36]=[C:6]2[O:5][C:3]([C:35]3[NH:27][CH:28]=[CH:29][CH:30]=[CH:23][CH:24]=3)=[C:2]([C:1]([O:9][CH2:10][CH2:11][O:12][C:13]([O:15][C:16]([CH3:19])([CH3:18])[CH3:17])=[O:14])=[O:8])[C:7]2=[O:38])=[CH:28]1. The yield is 0.0300. (2) The product is [CH2:1]([O:8][C:9](=[O:10])[NH:11][C:12]1[CH:17]=[CH:16][C:15]([C:39]2[CH2:40][CH2:41][CH:36]([O:35][Si:34]([C:30]([CH3:33])([CH3:32])[CH3:31])([CH3:50])[CH3:51])[CH2:37][CH:38]=2)=[CH:14][C:13]=1[F:21])[C:2]1[CH:7]=[CH:6][CH:5]=[CH:4][CH:3]=1. The reactants are [CH2:1]([O:8][C:9]([NH:11][C:12]1[CH:17]=[CH:16][C:15](B(O)O)=[CH:14][C:13]=1[F:21])=[O:10])[C:2]1[CH:7]=[CH:6][CH:5]=[CH:4][CH:3]=1.[Li+].[Cl-].C([O-])([O-])=O.[Na+].[Na+].[C:30]([Si:34]([CH3:51])([CH3:50])[O:35][CH:36]1[CH2:41][CH2:40][C:39](OS(C(F)(F)F)(=O)=O)=[CH:38][CH2:37]1)([CH3:33])([CH3:32])[CH3:31]. The yield is 0.770. The catalyst is C1(C)C=CC=CC=1.CCOCC.O.C1C=CC([P]([Pd]([P](C2C=CC=CC=2)(C2C=CC=CC=2)C2C=CC=CC=2)([P](C2C=CC=CC=2)(C2C=CC=CC=2)C2C=CC=CC=2)[P](C2C=CC=CC=2)(C2C=CC=CC=2)C2C=CC=CC=2)(C2C=CC=CC=2)C2C=CC=CC=2)=CC=1.CCO. (3) The reactants are Br[C:2]1[CH:3]=[C:4]([NH:10][C:11]2[CH:16]=[CH:15][C:14]([N:17]3[CH2:22][CH2:21][N:20]([CH:23]4[CH2:26][O:25][CH2:24]4)[CH2:19][C@@H:18]3[CH2:27][CH3:28])=[CH:13][N:12]=2)[C:5](=[O:9])[N:6]([CH3:8])[CH:7]=1.[B:29]1([B:29]2[O:33][C:32]([CH3:35])([CH3:34])[C:31]([CH3:37])([CH3:36])[O:30]2)[O:33][C:32]([CH3:35])([CH3:34])[C:31]([CH3:37])([CH3:36])[O:30]1.CC(C1C=C(C(C)C)C(C2C=CC=CC=2P(C2CCCCC2)C2CCCCC2)=C(C(C)C)C=1)C.C([O-])(=O)C.[K+]. The catalyst is C1C=CC(/C=C/C(/C=C/C2C=CC=CC=2)=O)=CC=1.C1C=CC(/C=C/C(/C=C/C2C=CC=CC=2)=O)=CC=1.C1C=CC(/C=C/C(/C=C/C2C=CC=CC=2)=O)=CC=1.[Pd].[Pd].O1CCOCC1. The product is [CH2:27]([C@H:18]1[CH2:19][N:20]([CH:23]2[CH2:26][O:25][CH2:24]2)[CH2:21][CH2:22][N:17]1[C:14]1[CH:15]=[CH:16][C:11]([NH:10][C:4]2[C:5](=[O:9])[N:6]([CH3:8])[CH:7]=[C:2]([B:29]3[O:33][C:32]([CH3:35])([CH3:34])[C:31]([CH3:37])([CH3:36])[O:30]3)[CH:3]=2)=[N:12][CH:13]=1)[CH3:28]. The yield is 0.840. (4) The reactants are [Cl:1][C:2]1[CH:14]=[C:13]2[C:5]([C:6]3[CH2:7][CH2:8][CH2:9][C:10](=[O:22])[C:11]=3[N:12]2C(OC(C)(C)C)=O)=[CH:4][C:3]=1[F:23].C(O)(C(F)(F)F)=O.C([O-])(O)=O.[Na+]. The catalyst is C(Cl)Cl. The product is [Cl:1][C:2]1[CH:14]=[C:13]2[C:5]([C:6]3[CH2:7][CH2:8][CH2:9][C:10](=[O:22])[C:11]=3[NH:12]2)=[CH:4][C:3]=1[F:23]. The yield is 0.920.